Dataset: Catalyst prediction with 721,799 reactions and 888 catalyst types from USPTO. Task: Predict which catalyst facilitates the given reaction. (1) Reactant: [Br:1][C:2]1[CH:3]=[CH:4][C:5]2[N:11]3[CH2:12][CH2:13][NH:14][CH2:15][CH:10]3[CH2:9][C:8](=[O:16])[NH:7][C:6]=2[CH:17]=1.C(N(CC)CC)C.[C:25](O[C:25]([O:27][C:28]([CH3:31])([CH3:30])[CH3:29])=[O:26])([O:27][C:28]([CH3:31])([CH3:30])[CH3:29])=[O:26]. Product: [Br:1][C:2]1[CH:3]=[CH:4][C:5]2[N:11]3[CH2:12][CH2:13][N:14]([C:25]([O:27][C:28]([CH3:31])([CH3:30])[CH3:29])=[O:26])[CH2:15][CH:10]3[CH2:9][C:8](=[O:16])[NH:7][C:6]=2[CH:17]=1. The catalyst class is: 4. (2) Reactant: Br[C:2]1[C:3]2[O:12][C:11]([C:13]3[CH:18]=[CH:17][C:16]([C:19]4([NH:23][C:24](=[O:30])[O:25][C:26]([CH3:29])([CH3:28])[CH3:27])[CH2:22][CH2:21][CH2:20]4)=[CH:15][CH:14]=3)=[C:10]([C:31]3[CH:36]=[CH:35][CH:34]=[CH:33][CH:32]=3)[C:4]=2[C:5](=[O:9])[N:6]([CH3:8])[CH:7]=1.[N:37]1[CH:42]=[C:41](B(O)O)[CH:40]=[N:39][CH:38]=1.P([O-])([O-])([O-])=O.[K+].[K+].[K+]. Product: [CH3:8][N:6]1[CH:7]=[C:2]([C:41]2[CH:42]=[N:37][CH:38]=[N:39][CH:40]=2)[C:3]2[O:12][C:11]([C:13]3[CH:14]=[CH:15][C:16]([C:19]4([NH:23][C:24](=[O:30])[O:25][C:26]([CH3:28])([CH3:27])[CH3:29])[CH2:20][CH2:21][CH2:22]4)=[CH:17][CH:18]=3)=[C:10]([C:31]3[CH:32]=[CH:33][CH:34]=[CH:35][CH:36]=3)[C:4]=2[C:5]1=[O:9]. The catalyst class is: 339.